From a dataset of Catalyst prediction with 721,799 reactions and 888 catalyst types from USPTO. Predict which catalyst facilitates the given reaction. Reactant: C([C:3]1[CH:8]=[CH:7][CH:6]=[C:5]([Br:9])[N:4]=1)=O.[CH:10]([C:13]1[CH:19]=[CH:18][CH:17]=[C:16]([CH:20]([CH3:22])[CH3:21])[C:14]=1[NH2:15])([CH3:12])[CH3:11].C1(C)C=CC(S(O)(=O)=O)=CC=1. Product: [Br:9][C:5]1[NH:4][C:3](=[N:15][C:14]2[C:16]([CH:20]([CH3:21])[CH3:22])=[CH:17][CH:18]=[CH:19][C:13]=2[CH:10]([CH3:12])[CH3:11])[CH:8]=[CH:7][CH:6]=1. The catalyst class is: 11.